Regression. Given a peptide amino acid sequence and an MHC pseudo amino acid sequence, predict their binding affinity value. This is MHC class I binding data. From a dataset of Peptide-MHC class I binding affinity with 185,985 pairs from IEDB/IMGT. (1) The peptide sequence is HPKKVKQAF. The MHC is HLA-A23:01 with pseudo-sequence HLA-A23:01. The binding affinity (normalized) is 0.213. (2) The peptide sequence is HTQGYFPDW. The MHC is HLA-B44:02 with pseudo-sequence HLA-B44:02. The binding affinity (normalized) is 0.420. (3) The peptide sequence is YVWWAAVIY. The MHC is HLA-B51:01 with pseudo-sequence HLA-B51:01. The binding affinity (normalized) is 0.0847. (4) The peptide sequence is TTETPTWNR. The MHC is HLA-A33:01 with pseudo-sequence HLA-A33:01. The binding affinity (normalized) is 0.977. (5) The peptide sequence is RENQVAVVR. The MHC is HLA-A31:01 with pseudo-sequence HLA-A31:01. The binding affinity (normalized) is 0.0847. (6) The peptide sequence is IPISGRITA. The MHC is HLA-A02:01 with pseudo-sequence HLA-A02:01. The binding affinity (normalized) is 0.0847. (7) The peptide sequence is IPITAAAWYL. The MHC is HLA-B08:01 with pseudo-sequence HLA-B08:01. The binding affinity (normalized) is 0.239. (8) The peptide sequence is IIFLFILLLC. The MHC is HLA-A68:02 with pseudo-sequence HLA-A68:02. The binding affinity (normalized) is 0.127.